From a dataset of CYP1A2 inhibition data for predicting drug metabolism from PubChem BioAssay. Regression/Classification. Given a drug SMILES string, predict its absorption, distribution, metabolism, or excretion properties. Task type varies by dataset: regression for continuous measurements (e.g., permeability, clearance, half-life) or binary classification for categorical outcomes (e.g., BBB penetration, CYP inhibition). Dataset: cyp1a2_veith. (1) The compound is C#CCCCO/N=C1/C[C@@H](O)[C@@H](O)[C@@H]2[C@@H]3C(=O)N(c4cccc(Oc5ccccc5)c4)C(=O)[C@H]3CC[C@@H]12. The result is 0 (non-inhibitor). (2) The compound is COCCNc1ncnc2ccc(-c3c(C)noc3C)cc12. The result is 1 (inhibitor). (3) The drug is Cc1ccc(S(=O)(=O)N2CCCC(C(=O)NCCCN3CCCCC3C)C2)cc1. The result is 0 (non-inhibitor). (4) The result is 1 (inhibitor). The drug is CCOC(=O)c1sc(NC(C)=O)nc1-c1ccccc1.